This data is from Catalyst prediction with 721,799 reactions and 888 catalyst types from USPTO. The task is: Predict which catalyst facilitates the given reaction. (1) Reactant: [C:1]1(=[O:22])[N:5]([CH2:6][C:7]2[N:8]=[C:9]([N:12]3[CH2:15][CH:14]([OH:16])[CH2:13]3)[S:10][CH:11]=2)[C:4](=[O:17])[C:3]2=[CH:18][CH:19]=[CH:20][CH:21]=[C:2]12.[CH3:23][S:24](Cl)(=[O:26])=[O:25].C(N(CC)CC)C.C(OCC)C. Product: [C:4]1(=[O:17])[N:5]([CH2:6][C:7]2[N:8]=[C:9]([N:12]3[CH2:13][CH:14]([O:16][S:24]([CH3:23])(=[O:26])=[O:25])[CH2:15]3)[S:10][CH:11]=2)[C:1](=[O:22])[C:2]2=[CH:21][CH:20]=[CH:19][CH:18]=[C:3]12. The catalyst class is: 2. (2) The catalyst class is: 110. Reactant: [CH3:1][O:2][C:3]1[CH:8]=[C:7]([C:9]2[S:10][CH:11]=[CH:12][CH:13]=2)N=[CH:5][C:4]=1[NH2:14].Cl[C:16]1[N:21]=[CH:20][C:19]2[N:22]=[CH:23][N:24]([CH3:25])[C:18]=2[CH:17]=1.[CH:26]1(P(C2CCCCC2)C2C=CC=CC=2C2C(C(C)C)=CC(C(C)C)=CC=2C(C)C)CCCCC1.CC(C)([O-])C.[Na+]. Product: [CH3:1][O:2][C:3]1[CH:8]=[C:7]([C:9]2[S:10][CH:11]=[CH:12][CH:13]=2)[CH:26]=[CH:5][C:4]=1[NH:14][C:16]1[N:21]=[CH:20][C:19]2[N:22]=[CH:23][N:24]([CH3:25])[C:18]=2[CH:17]=1. (3) Product: [Cl:2][C:3]1[C:14]2[C:15]3[C:6]([CH2:7][CH2:8][N:9]([CH:16]4[CH2:17][CH2:18][C:19](=[O:20])[CH2:24][CH2:25]4)[C:10]=3[CH:11]=[CH:12][CH:13]=2)=[CH:5][N:4]=1. The catalyst class is: 7. Reactant: Cl.[Cl:2][C:3]1[C:14]2[C:15]3[C:6]([CH2:7][CH2:8][N:9]([CH:16]4[CH2:25][CH2:24][C:19]5(OCC[O:20]5)[CH2:18][CH2:17]4)[C:10]=3[CH:11]=[CH:12][CH:13]=2)=[CH:5][N:4]=1. (4) The catalyst class is: 2. Reactant: C[O:2][C:3]1[CH:8]=[CH:7][CH:6]=[CH:5][C:4]=1[N:9]1[C:13]([CH3:14])=[CH:12][C:11]([CH3:15])=[N:10]1.O.[OH-].[Na+]. Product: [CH3:15][C:11]1[CH:12]=[C:13]([CH3:14])[N:9]([C:4]2[CH:5]=[CH:6][CH:7]=[CH:8][C:3]=2[OH:2])[N:10]=1. (5) Reactant: [CH3:1][C:2]([O:41][CH2:42][C@H:43]1[CH2:45][O:44]1)([CH3:40])[CH2:3][N:4]1[CH:8]=[CH:7][C:6]([NH:9][C:10]([CH:12]2[CH:16]([C:17]3[CH:22]=[CH:21][CH:20]=[C:19]([Cl:23])[C:18]=3[F:24])[C:15]([C:27]3[CH:32]=[CH:31][C:30]([Cl:33])=[CH:29][C:28]=3[F:34])([C:25]#[N:26])[CH:14]([CH2:35][C:36]([CH3:39])([CH3:38])[CH3:37])[NH:13]2)=[O:11])=[N:5]1.C(N(C(C)C)CC)(C)C.[NH2:55][CH2:56][CH2:57][CH2:58][OH:59]. Product: [OH:44][C@H:43]([CH2:45][NH:55][CH2:56][CH2:57][CH2:58][OH:59])[CH2:42][O:41][C:2]([CH3:1])([CH3:40])[CH2:3][N:4]1[CH:8]=[CH:7][C:6]([NH:9][C:10]([CH:12]2[CH:16]([C:17]3[CH:22]=[CH:21][CH:20]=[C:19]([Cl:23])[C:18]=3[F:24])[C:15]([C:27]3[CH:32]=[CH:31][C:30]([Cl:33])=[CH:29][C:28]=3[F:34])([C:25]#[N:26])[CH:14]([CH2:35][C:36]([CH3:38])([CH3:37])[CH3:39])[NH:13]2)=[O:11])=[N:5]1. The catalyst class is: 32. (6) Reactant: C[N:2](C)C=O.FC(F)(F)C(OI(C1C=CC=CC=1)OC(=O)C(F)(F)F)=O.[CH3:27][C:28]([O:31][C:32]([NH:34][C@@H:35]([C:40]([OH:42])=[O:41])[CH2:36]C(N)=O)=[O:33])([CH3:30])[CH3:29].N1C=CC=CC=1. Product: [CH3:30][C:28]([O:31][C:32]([NH:34][CH:35]([C:40]([OH:42])=[O:41])[CH2:36][NH2:2])=[O:33])([CH3:27])[CH3:29]. The catalyst class is: 6. (7) Reactant: [Br:1][C:2]1[CH:3]=[C:4]([CH:8]=[CH:9][CH:10]=1)[C:5](Cl)=[O:6].[C:11]1([O:17][CH3:18])[CH:16]=[CH:15][CH:14]=[CH:13][CH:12]=1.[Al+3].[Cl-].[Cl-].[Cl-].Cl. Product: [Br:1][C:2]1[CH:3]=[C:4]([C:5]([C:14]2[CH:15]=[CH:16][C:11]([O:17][CH3:18])=[CH:12][CH:13]=2)=[O:6])[CH:8]=[CH:9][CH:10]=1. The catalyst class is: 2. (8) The catalyst class is: 1. Product: [N+:11]([C:9]1[CH:8]=[CH:7][C:3]2[C:4](=[O:6])[O:5][C:15](=[O:17])[NH:1][C:2]=2[CH:10]=1)([O-:13])=[O:12]. Reactant: [NH2:1][C:2]1[CH:10]=[C:9]([N+:11]([O-:13])=[O:12])[CH:8]=[CH:7][C:3]=1[C:4]([OH:6])=[O:5].Cl[C:15](Cl)([O:17]C(=O)OC(Cl)(Cl)Cl)Cl.